From a dataset of Catalyst prediction with 721,799 reactions and 888 catalyst types from USPTO. Predict which catalyst facilitates the given reaction. (1) Reactant: [Li+].C[Si]([N-][Si](C)(C)C)(C)C.[CH3:11][CH:12]1[C:17](=[O:18])[CH2:16][CH2:15][N:14]([C:19]([O:21][CH2:22][C:23]2[CH:28]=[CH:27][CH:26]=[CH:25][CH:24]=2)=[O:20])[CH2:13]1.[F:29][C:30]([F:49])([F:48])[S:31](N(C1C=CC=CC=1)[S:31]([C:30]([F:49])([F:48])[F:29])(=[O:33])=[O:32])(=[O:33])=[O:32]. The catalyst class is: 1. Product: [CH3:11][CH:12]1[CH2:13][N:14]([C:19]([O:21][CH2:22][C:23]2[CH:28]=[CH:27][CH:26]=[CH:25][CH:24]=2)=[O:20])[CH2:15][CH:16]=[C:17]1[O:18][S:31]([C:30]([F:49])([F:48])[F:29])(=[O:33])=[O:32]. (2) Reactant: C([O:4][CH:5]1[O:25][C@H:24]([CH2:26][O:27][C:28](=[O:30])[CH3:29])[C@H:19]([O:20][C:21](=[O:23])[CH3:22])[C@H:14]([O:15][C:16](=[O:18])[CH3:17])[C@H:6]1[NH:7][C:8](=[O:13])[CH2:9][N:10]=[N+:11]=[N-:12])(=O)C.C(N)C1C=CC=CC=1. Product: [C:16]([O:15][C@H:14]1[C@@H:19]([O:20][C:21](=[O:23])[CH3:22])[C@@H:24]([CH2:26][O:27][C:28](=[O:30])[CH3:29])[O:25][CH:5]([OH:4])[C@@H:6]1[NH:7][C:8](=[O:13])[CH2:9][N:10]=[N+:11]=[N-:12])(=[O:18])[CH3:17]. The catalyst class is: 1. (3) Reactant: [Cl:1][C:2]1[CH:7]=[CH:6][C:5]([CH:8]([C:33]2[CH:38]=[CH:37][C:36]([Cl:39])=[CH:35][CH:34]=2)[C:9]2[CH:10]=[C:11]3[C:16](=[CH:17][CH:18]=2)[N:15]=[CH:14][N:13]=[C:12]3[NH:19][CH:20]2[CH2:25][CH2:24][N:23]([C:26](=[O:32])[CH2:27][CH2:28][C:29]([OH:31])=O)[CH2:22][CH2:21]2)=[CH:4][CH:3]=1.[NH2:40][CH2:41][CH2:42][OH:43].CN(C(ON1N=NC2C=CC=NC1=2)=[N+](C)C)C.F[P-](F)(F)(F)(F)F.CCN(C(C)C)C(C)C. Product: [Cl:1][C:2]1[CH:3]=[CH:4][C:5]([CH:8]([C:33]2[CH:34]=[CH:35][C:36]([Cl:39])=[CH:37][CH:38]=2)[C:9]2[CH:10]=[C:11]3[C:16](=[CH:17][CH:18]=2)[N:15]=[CH:14][N:13]=[C:12]3[NH:19][CH:20]2[CH2:21][CH2:22][N:23]([C:26](=[O:32])[CH2:27][CH2:28][C:29]([NH:40][CH2:41][CH2:42][OH:43])=[O:31])[CH2:24][CH2:25]2)=[CH:6][CH:7]=1. The catalyst class is: 9. (4) Reactant: C[O:2]/[CH:3]=[CH:4]/[CH:5]1[CH2:14][C:13]2[C:8](=[CH:9][CH:10]=[CH:11][CH:12]=2)[N:7]([C:15]([O:17][C:18]([CH3:21])([CH3:20])[CH3:19])=[O:16])[CH2:6]1.C1COCC1. Product: [O:2]=[CH:3][CH2:4][CH:5]1[CH2:14][C:13]2[C:8](=[CH:9][CH:10]=[CH:11][CH:12]=2)[N:7]([C:15]([O:17][C:18]([CH3:21])([CH3:20])[CH3:19])=[O:16])[CH2:6]1. The catalyst class is: 5. (5) Reactant: [C:1]([CH2:3][CH2:4][C:5]([C:14]1[CH:19]=[CH:18][C:17]([N+:20]([O-:22])=[O:21])=[CH:16][C:15]=1[F:23])(C(OC)=O)C(OC)=O)#[N:2].[Cl-].[Na+].O. Product: [F:23][C:15]1[CH:16]=[C:17]([N+:20]([O-:22])=[O:21])[CH:18]=[CH:19][C:14]=1[CH2:5][CH2:4][CH2:3][C:1]#[N:2]. The catalyst class is: 16. (6) The catalyst class is: 1. Product: [N:3]1([C:17]([O:16][C:13]([CH3:15])([CH3:14])[CH3:12])=[O:18])[C:11]2[C:6](=[CH:7][CH:8]=[CH:9][CH:10]=2)[CH:5]=[CH:4]1. Reactant: [H-].[Na+].[NH:3]1[C:11]2[C:6](=[CH:7][CH:8]=[CH:9][CH:10]=2)[CH:5]=[CH:4]1.[CH3:12][C:13]([O:16][C:17](O[C:17]([O:16][C:13]([CH3:15])([CH3:14])[CH3:12])=[O:18])=[O:18])([CH3:15])[CH3:14].CCOC(C)=O.